From a dataset of Reaction yield outcomes from USPTO patents with 853,638 reactions. Predict the reaction yield, written as a fraction of the theoretical maximum amount of product (1.0 means a 100% yield; for example, 0.34 means a 34% yield). (1) The reactants are [NH2:1][C:2]1[N:3]=[CH:4][C:5]([C:8]2[CH:13]=[CH:12][C:11]([C:14]3[C:15]([S:20]([NH:23]C(C)(C)C)(=[O:22])=[O:21])=[CH:16][CH:17]=[CH:18][CH:19]=3)=[CH:10][C:9]=2[F:28])=[N:6][CH:7]=1.C1(OC)C=CC=CC=1.C(O)(C(F)(F)F)=O. No catalyst specified. The product is [NH2:1][C:2]1[N:3]=[CH:4][C:5]([C:8]2[CH:13]=[CH:12][C:11]([C:14]3[C:15]([S:20]([NH2:23])(=[O:22])=[O:21])=[CH:16][CH:17]=[CH:18][CH:19]=3)=[CH:10][C:9]=2[F:28])=[N:6][CH:7]=1. The yield is 0.724. (2) The reactants are [NH:1]([C:14]([O:16][C:17]([CH3:20])([CH3:19])[CH3:18])=[O:15])[C@@H:2]([C:11]([OH:13])=O)[CH2:3][C:4]1[CH:9]=[CH:8][C:7]([Cl:10])=[CH:6][CH:5]=1.[NH:21]1[CH2:26][CH2:25][NH:24][CH2:23][CH2:22]1.C1C=CC2N(O)N=NC=2C=1.CCN=C=NCCCN(C)C. The catalyst is C(Cl)Cl. The product is [C:17]([O:16][C:14](=[O:15])[NH:1][CH:2]([CH2:3][C:4]1[CH:5]=[CH:6][C:7]([Cl:10])=[CH:8][CH:9]=1)[C:11](=[O:13])[N:21]1[CH2:26][CH2:25][NH:24][CH2:23][CH2:22]1)([CH3:20])([CH3:19])[CH3:18]. The yield is 0.130. (3) The reactants are [C:1]([Si:5]([CH3:8])([CH3:7])Cl)([CH3:4])([CH3:3])[CH3:2].[CH2:9]([N:16]1[CH2:21][CH2:20][CH:19]([NH:22][CH2:23][C:24]2[N:25]=[C:26]([CH2:29][OH:30])[NH:27][CH:28]=2)[CH2:18][CH2:17]1)[C:10]1[CH:15]=[CH:14][CH:13]=[CH:12][CH:11]=1.C(N(CC)CC)C.C(Cl)(Cl)Cl. The catalyst is ClCCl.O. The product is [CH2:9]([N:16]1[CH2:21][CH2:20][CH:19]([NH:22][CH2:23][C:24]2[N:25]=[C:26]([CH2:29][O:30][Si:5]([C:1]([CH3:4])([CH3:3])[CH3:2])([CH3:8])[CH3:7])[NH:27][CH:28]=2)[CH2:18][CH2:17]1)[C:10]1[CH:11]=[CH:12][CH:13]=[CH:14][CH:15]=1. The yield is 0.520. (4) The reactants are [N:1]1[CH:6]=[CH:5][CH:4]=[C:3]([C:7]2[C:15]3[C:10](=[CH:11][CH:12]=[C:13]([CH:16]=O)[CH:14]=3)[NH:9][N:8]=2)[CH:2]=1.[C:18]([CH2:20][C:21]([NH:23]C)=[O:22])#[N:19].C1CCN2C(=NCCC2)CC1. The catalyst is C1COCC1. The product is [C:18]([C:20](=[CH:16][C:13]1[CH:14]=[C:15]2[C:10](=[CH:11][CH:12]=1)[NH:9][N:8]=[C:7]2[C:3]1[CH:2]=[N:1][CH:6]=[CH:5][CH:4]=1)[C:21]([NH2:23])=[O:22])#[N:19]. The yield is 0.180. (5) The reactants are BrC1C=CC(N=C=S)=CC=1.NC1C=C(C)C=CC=1O.[Br:20][C:21]1[CH:26]=[CH:25][C:24]([NH:27][C:28]([NH:30][C:31]2[CH:36]=[C:35]([CH3:37])[CH:34]=[CH:33][C:32]=2[OH:38])=S)=[CH:23][CH:22]=1.C(N(CC)CC)C. The catalyst is C(#N)C.ClCCl.[Cu]Cl. The product is [Br:20][C:21]1[CH:26]=[CH:25][C:24]([NH:27][C:28]2[O:38][C:32]3[CH:33]=[CH:34][C:35]([CH3:37])=[CH:36][C:31]=3[N:30]=2)=[CH:23][CH:22]=1. The yield is 0.110.